From a dataset of Catalyst prediction with 721,799 reactions and 888 catalyst types from USPTO. Predict which catalyst facilitates the given reaction. (1) Reactant: [CH3:1][C:2]1[CH:7]=[CH:6][C:5]([CH3:8])=[CH:4][C:3]=1[C:9](=[O:11])[CH3:10].[F:12][C:13]([F:20])([F:19])[C:14](OCC)=[O:15].C[O-].[Na+]. Product: [CH3:1][C:2]1[CH:7]=[CH:6][C:5]([CH3:8])=[CH:4][C:3]=1[C:9](=[O:11])[CH2:10][C:14](=[O:15])[C:13]([F:20])([F:19])[F:12]. The catalyst class is: 16. (2) Product: [CH:36]1([C:34]([NH:33][C:31]2[N:32]=[C:27]3[CH:26]=[CH:25][C:24]([O:23][C:22]4[CH:39]=[CH:40][C:19]([NH:18][C:7]([C:5]5[C:4](=[O:10])[N:3]([C:11]6[CH:16]=[CH:15][CH:14]=[CH:13][C:12]=6[CH3:17])[N:2]([CH3:1])[CH:6]=5)=[O:9])=[CH:20][C:21]=4[F:41])=[CH:29][N:28]3[CH:30]=2)=[O:35])[CH2:37][CH2:38]1. The catalyst class is: 9. Reactant: [CH3:1][N:2]1[CH:6]=[C:5]([C:7]([OH:9])=O)[C:4](=[O:10])[N:3]1[C:11]1[CH:16]=[CH:15][CH:14]=[CH:13][C:12]=1[CH3:17].[NH2:18][C:19]1[CH:40]=[CH:39][C:22]([O:23][C:24]2[CH:25]=[CH:26][C:27]3[N:28]([CH:30]=[C:31]([NH:33][C:34]([CH:36]4[CH2:38][CH2:37]4)=[O:35])[N:32]=3)[CH:29]=2)=[C:21]([F:41])[CH:20]=1.CN(C(ON1N=NC2C=CC=NC1=2)=[N+](C)C)C.F[P-](F)(F)(F)(F)F.C(N(CC)C(C)C)(C)C. (3) Reactant: [NH2:1][C:2]1[C:10]2[C:5](=[C:6]([C:11]3[C:12]([C@@H:19]([NH:29]C(=O)OC(C)(C)C)[CH2:20][C:21]4[CH:26]=[C:25]([F:27])[CH:24]=[C:23]([F:28])[CH:22]=4)=[N:13][C:14]([S:17][CH3:18])=[N:15][CH:16]=3)[CH:7]=[CH:8][CH:9]=2)[N:4]([CH3:37])[N:3]=1.[ClH:38].O1CCOCC1. Product: [ClH:38].[NH2:29][C@H:19]([C:12]1[C:11]([C:6]2[CH:7]=[CH:8][CH:9]=[C:10]3[C:5]=2[N:4]([CH3:37])[N:3]=[C:2]3[NH2:1])=[CH:16][N:15]=[C:14]([S:17][CH3:18])[N:13]=1)[CH2:20][C:21]1[CH:22]=[C:23]([F:28])[CH:24]=[C:25]([F:27])[CH:26]=1. The catalyst class is: 12. (4) Reactant: [Cl:1][CH2:2][CH2:3][N:4]([CH2:20][CH2:21][Cl:22])[C:5]1[CH:19]=[CH:18][C:8]([CH2:9][C@@H:10]([C:15]([OH:17])=[O:16])[NH:11][C:12](=[O:14])[CH3:13])=[CH:7][CH:6]=1.[Na].[Br:24][CH2:25][CH2:26][N:27]([CH2:30][CH3:31])[CH2:28][CH3:29].Br. Product: [BrH:24].[CH2:26]([N:27]([CH2:30][CH2:31][O:16][C:15](=[O:17])[C@H:10]([CH2:9][C:8]1[CH:18]=[CH:19][C:5]([N:4]([CH2:20][CH2:21][Cl:22])[CH2:3][CH2:2][Cl:1])=[CH:6][CH:7]=1)[NH:11][C:12](=[O:14])[CH3:13])[CH2:28][CH3:29])[CH3:25]. The catalyst class is: 115. (5) The catalyst class is: 54. Reactant: [NH2:1][C:2]1[CH:3]=[C:4]([C:8]2[C:17]3[C:12](=[CH:13][C:14]([O:20][CH3:21])=[C:15]([O:18][CH3:19])[CH:16]=3)[N:11]=[C:10](CN)[N:9]=2)[CH:5]=[CH:6][CH:7]=1.[Cl-].CO[C:27](=[O:37])[C:28]1[CH:36]=[CH:35][C:31]([C:32]([OH:34])=[O:33])=[CH:30][CH:29]=1.[CH:38]([N:41](C(C)C)CC)(C)C.[Cl-].[CH3:48]OC(=O)C1C=CC(C(O)=O)=CC=1.C(=O)([O-])O.[Na+]. Product: [CH3:48][C:30]1[CH:29]=[C:28]([C:27]([NH:1][C:2]2[CH:7]=[CH:6][CH:5]=[C:4]([C:8]3[C:17]4[C:12](=[CH:13][C:14]([O:20][CH3:21])=[C:15]([O:18][CH3:19])[CH:16]=4)[N:11]=[C:10]([NH:41][CH3:38])[N:9]=3)[CH:3]=2)=[O:37])[CH:36]=[CH:35][C:31]=1[C:32]([OH:34])=[O:33]. (6) Reactant: [Cl:1][C:2]1[CH:41]=[CH:40][CH:39]=[C:38]([Cl:42])[C:3]=1[C:4]([NH:6][C@H:7]([C:34]([O:36][CH3:37])=[O:35])[CH2:8][C:9]1[CH:14]=[CH:13][C:12]([CH2:15][CH2:16][CH2:17][CH2:18][N:19]([C:28]2[CH:33]=[CH:32][CH:31]=[CH:30][N:29]=2)C(OCC(Cl)(Cl)Cl)=O)=[CH:11][CH:10]=1)=[O:5].O.C(O)(=O)C.C(OCC)(=O)C. Product: [Cl:1][C:2]1[CH:41]=[CH:40][CH:39]=[C:38]([Cl:42])[C:3]=1[C:4]([NH:6][C@H:7]([C:34]([O:36][CH3:37])=[O:35])[CH2:8][C:9]1[CH:10]=[CH:11][C:12]([CH2:15][CH2:16][CH2:17][CH2:18][NH:19][C:28]2[CH:33]=[CH:32][CH:31]=[CH:30][N:29]=2)=[CH:13][CH:14]=1)=[O:5]. The catalyst class is: 324. (7) Reactant: [N-:1]=[N+:2]=[N-:3].[Na+].[C:5]([C:7]1[CH:31]=[CH:30][C:10]([CH2:11][C:12]23[CH2:19][CH2:18][CH2:17][N:16]2[C:15](=[O:20])[N:14]([C:21]2[CH:26]=[C:25]([Cl:27])[CH:24]=[C:23]([Cl:28])[CH:22]=2)[C:13]3=[O:29])=[CH:9][CH:8]=1)#[N:6]. Product: [NH:1]1[C:5]([C:7]2[CH:8]=[CH:9][C:10]([CH2:11][C:12]34[CH2:19][CH2:18][CH2:17][N:16]3[C:15](=[O:20])[N:14]([C:21]3[CH:22]=[C:23]([Cl:28])[CH:24]=[C:25]([Cl:27])[CH:26]=3)[C:13]4=[O:29])=[CH:30][CH:31]=2)=[N:6][N:3]=[N:2]1. The catalyst class is: 3.